This data is from TCR-epitope binding with 47,182 pairs between 192 epitopes and 23,139 TCRs. The task is: Binary Classification. Given a T-cell receptor sequence (or CDR3 region) and an epitope sequence, predict whether binding occurs between them. (1) The epitope is EILDITPCSF. The TCR CDR3 sequence is CASSKREDYEQYF. Result: 0 (the TCR does not bind to the epitope). (2) Result: 1 (the TCR binds to the epitope). The TCR CDR3 sequence is CASSTGTGVTDTQYF. The epitope is KPLEFGATSAAL. (3) The epitope is KLNVGDYFV. The TCR CDR3 sequence is CASSLAVGTGVSFLYEQYF. Result: 1 (the TCR binds to the epitope). (4) The epitope is TVYDPLQPELDSFK. The TCR CDR3 sequence is CASSPRGERLSTGELFF. Result: 0 (the TCR does not bind to the epitope). (5) The epitope is KLWAQCVQL. The TCR CDR3 sequence is CASSPDLVGGYTF. Result: 1 (the TCR binds to the epitope). (6) Result: 1 (the TCR binds to the epitope). The epitope is RTLNAWVKV. The TCR CDR3 sequence is CASRVSGSLSYNEQFF.